Predict the product of the given reaction. From a dataset of Forward reaction prediction with 1.9M reactions from USPTO patents (1976-2016). (1) Given the reactants [S:1]([CH2:5][CH2:6][S:7]([OH:10])(=[O:9])=[O:8])([OH:4])(=[O:3])=[O:2].[NH3:11], predict the reaction product. The product is: [S:1]([CH2:5][CH2:6][S:7]([O-:10])(=[O:9])=[O:8])([O-:4])(=[O:3])=[O:2].[NH4+:11].[NH4+:11]. (2) The product is: [CH2:22]([O:29][C:30]1[CH:35]=[CH:34][N:33]([C:2]2[CH:7]=[CH:6][N:5]3[C:8]4[CH2:14][N:13]([C:15]([O:17][C:18]([CH3:21])([CH3:20])[CH3:19])=[O:16])[CH2:12][CH2:11][C:9]=4[N:10]=[C:4]3[CH:3]=2)[C:32](=[O:36])[CH:31]=1)[C:23]1[CH:24]=[CH:25][CH:26]=[CH:27][CH:28]=1. Given the reactants Br[C:2]1[CH:7]=[CH:6][N:5]2[C:8]3[CH2:14][N:13]([C:15]([O:17][C:18]([CH3:21])([CH3:20])[CH3:19])=[O:16])[CH2:12][CH2:11][C:9]=3[N:10]=[C:4]2[CH:3]=1.[CH2:22]([O:29][C:30]1[CH:35]=[CH:34][NH:33][C:32](=[O:36])[CH:31]=1)[C:23]1[CH:28]=[CH:27][CH:26]=[CH:25][CH:24]=1, predict the reaction product.